From a dataset of Full USPTO retrosynthesis dataset with 1.9M reactions from patents (1976-2016). Predict the reactants needed to synthesize the given product. (1) Given the product [CH3:1][O:2][C:3](=[O:22])[CH:4]([NH:13][C:14]([C:16]1[CH:17]=[N:18][CH:19]=[CH:20][CH:21]=1)=[O:15])[CH2:5][C:6]1[CH:11]=[CH:10][C:9]([O:12][Si:27]([C:23]([CH3:26])([CH3:25])[CH3:24])([CH3:29])[CH3:28])=[CH:8][CH:7]=1, predict the reactants needed to synthesize it. The reactants are: [CH3:1][O:2][C:3](=[O:22])[CH:4]([NH:13][C:14]([C:16]1[CH:17]=[N:18][CH:19]=[CH:20][CH:21]=1)=[O:15])[CH2:5][C:6]1[CH:11]=[CH:10][C:9]([OH:12])=[CH:8][CH:7]=1.[C:23]([Si:27](Cl)([CH3:29])[CH3:28])([CH3:26])([CH3:25])[CH3:24]. (2) Given the product [Si:12]([O:19][C@@H:20]1[C@@:37]2([CH3:38])[C:24](=[CH:25][CH2:26][C@@H:27]3[C@@H:36]2[CH2:35][CH2:34][C@@:32]2([CH3:33])[C@H:28]3[CH2:29][CH2:30][C:31]2=[CH2:2])[CH2:23][C@@H:22]([O:39][Si:40]([C:43]([CH3:46])([CH3:45])[CH3:44])([CH3:41])[CH3:42])[CH2:21]1)([C:15]([CH3:18])([CH3:17])[CH3:16])([CH3:14])[CH3:13], predict the reactants needed to synthesize it. The reactants are: O1CCC[CH2:2]1.CC(C)([O-])C.[K+].[Si:12]([O:19][C@@H:20]1[C@@:37]2([CH3:38])[C:24](=[CH:25][CH2:26][C@@H:27]3[C@@H:36]2[CH2:35][CH2:34][C@@:32]2([CH3:33])[C@H:28]3[CH2:29][CH2:30][CH2:31]2)[CH2:23][C@@H:22]([O:39][Si:40]([C:43]([CH3:46])([CH3:45])[CH3:44])([CH3:42])[CH3:41])[CH2:21]1)([C:15]([CH3:18])([CH3:17])[CH3:16])([CH3:14])[CH3:13].